From a dataset of Reaction yield outcomes from USPTO patents with 853,638 reactions. Predict the reaction yield, written as a fraction of the theoretical maximum amount of product (1.0 means a 100% yield; for example, 0.34 means a 34% yield). (1) The reactants are [Cl:1][C:2]1[CH:3]=[C:4]([CH:9]([CH2:18][CH:19]2[CH2:23][CH2:22][C:21]3(OCCC[O:24]3)[CH2:20]2)[C:10]([NH:12][C:13]2[S:14][CH:15]=[CH:16][N:17]=2)=[O:11])[CH:5]=[CH:6][C:7]=1[Cl:8].Cl. The catalyst is O1CCCC1. The product is [Cl:1][C:2]1[CH:3]=[C:4]([CH:9]([CH2:18][CH:19]2[CH2:23][CH2:22][C:21](=[O:24])[CH2:20]2)[C:10]([NH:12][C:13]2[S:14][CH:15]=[CH:16][N:17]=2)=[O:11])[CH:5]=[CH:6][C:7]=1[Cl:8]. The yield is 0.470. (2) The reactants are [C:1]1([C:7]2[C:16]3[C:11](=[CH:12][CH:13]=[CH:14][CH:15]=3)[CH:10]=[CH:9][C:8]=2[OH:17])[CH:6]=[CH:5][CH:4]=[CH:3][CH:2]=1.C([Li])CCC.[Cl-:23].[Cl-:24].[Cl-].[CH3:26][C:27]1[C:31]([Ti+3:33])([CH3:32])[C:30]([CH3:34])=[C:29]([CH3:35])[C:28]=1[CH3:36]. The catalyst is C1(C)C=CC=CC=1. The product is [Cl:23][Ti:33]([Cl:24])([C:31]1([CH3:32])[C:27]([CH3:26])=[C:28]([CH3:36])[C:29]([CH3:35])=[C:30]1[CH3:34])[O:17][C:8]1[CH:9]=[CH:10][C:11]2[C:16](=[CH:15][CH:14]=[CH:13][CH:12]=2)[C:7]=1[C:1]1[CH:2]=[CH:3][CH:4]=[CH:5][CH:6]=1. The yield is 0.582. (3) The yield is 0.628. No catalyst specified. The product is [Cl:28][C:25]1[CH:26]=[CH:27][C:22]([C:17]2([CH2:16][C:12]3[N:11]4[CH2:29][CH2:30][N:31]([CH:34]([CH3:36])[CH3:35])[C:32](=[O:33])[C:10]4=[C:9]([OH:8])[C:14](=[O:15])[N:13]=3)[CH2:21][CH2:20][CH2:19][CH2:18]2)=[CH:23][CH:24]=1. The reactants are C([O:8][C:9]1[C:14](=[O:15])[N:13]=[C:12]([CH2:16][C:17]2([C:22]3[CH:27]=[CH:26][C:25]([Cl:28])=[CH:24][CH:23]=3)[CH2:21][CH2:20][CH2:19][CH2:18]2)[N:11]2[CH2:29][CH2:30][N:31]([CH:34]([CH3:36])[CH3:35])[C:32](=[O:33])[C:10]=12)C1C=CC=CC=1.C1(C2C=CC=CC=2)C=CC=CC=1CC1N2CCN(C)C(=O)C2=C(O)C(=O)N=1. (4) The reactants are C(O[C:4]([C:6]1[CH:7]=[C:8]2[C:12](=[CH:13][CH:14]=1)[NH:11][N:10]=[C:9]2[C:15]1[CH:24]=[CH:23][C:22]2[C:17](=[CH:18][CH:19]=[C:20]([O:25][CH2:26][CH2:27][N:28]3[CH2:32][CH2:31][CH2:30][C:29]3=[O:33])[CH:21]=2)[CH:16]=1)=[NH:5])C.[N:34]1([CH2:39][C:40]([NH:42][NH2:43])=O)[CH2:38][CH2:37][CH2:36][CH2:35]1. No catalyst specified. The product is [N:34]1([CH2:39][C:40]2[NH:42][N:43]=[C:4]([C:6]3[CH:7]=[C:8]4[C:12](=[CH:13][CH:14]=3)[NH:11][N:10]=[C:9]4[C:15]3[CH:16]=[C:17]4[C:22](=[CH:23][CH:24]=3)[CH:21]=[C:20]([O:25][CH2:26][CH2:27][N:28]3[CH2:32][CH2:31][CH2:30][C:29]3=[O:33])[CH:19]=[CH:18]4)[N:5]=2)[CH2:38][CH2:37][CH2:36][CH2:35]1. The yield is 0.0600. (5) The reactants are [CH2:1]([C:3]1[N:13]([CH2:14][C:15]2[CH:16]=[CH:17][C:18]3[NH:24][C:23]4[CH:25]=[CH:26][C:27]([CH:29]=O)=[CH:28][C:22]=4[CH2:21][CH2:20][C:19]=3[CH:31]=2)[C:6]2=[N:7][C:8]([CH3:12])=[CH:9][C:10]([CH3:11])=[C:5]2[N:4]=1)[CH3:2].O1CCCC1.[N:37]1([CH2:42][CH2:43][NH2:44])[CH2:41][CH2:40][CH2:39][CH2:38]1.C(O[BH-](OC(=O)C)OC(=O)C)(=O)C.[Na+]. The catalyst is C(OCC)(=O)C.C(Cl)(Cl)Cl. The product is [CH2:1]([C:3]1[N:13]([CH2:14][C:15]2[CH:16]=[CH:17][C:18]3[NH:24][C:23]4[CH:25]=[CH:26][C:27]([CH2:29][NH:44][CH2:43][CH2:42][N:37]5[CH2:41][CH2:40][CH2:39][CH2:38]5)=[CH:28][C:22]=4[CH2:21][CH2:20][C:19]=3[CH:31]=2)[C:6]2=[N:7][C:8]([CH3:12])=[CH:9][C:10]([CH3:11])=[C:5]2[N:4]=1)[CH3:2]. The yield is 0.810.